This data is from Reaction yield outcomes from USPTO patents with 853,638 reactions. The task is: Predict the reaction yield, written as a fraction of the theoretical maximum amount of product (1.0 means a 100% yield; for example, 0.34 means a 34% yield). (1) The reactants are Cl[C:2]1[CH:12]=[CH:11][C:5]([C:6]([O:8]CC)=[O:7])=[CH:4][N:3]=1.[CH3:13][N:14]1[CH:18]=[CH:17][N:16]=[C:15]1[CH2:19][OH:20]. No catalyst specified. The product is [CH3:13][N:14]1[CH:18]=[CH:17][N:16]=[C:15]1[CH2:19][O:20][C:2]1[CH:12]=[CH:11][C:5]([C:6]([OH:8])=[O:7])=[CH:4][N:3]=1. The yield is 0.460. (2) The product is [CH2:30]([O:29][C:27]([C:24]1([C:22]2[CH2:21][N:12]([C@H:13]([C:15]3[CH:20]=[CH:19][CH:18]=[CH:17][CH:16]=3)[CH3:14])[C:10](=[O:11])[CH:9]=2)[CH2:26][CH2:25]1)=[O:28])[CH3:31]. The reactants are C(OP([CH2:9][C:10]([N:12]([CH2:21][C:22]([C:24]1([C:27]([O:29][CH2:30][CH3:31])=[O:28])[CH2:26][CH2:25]1)=O)[C@H:13]([C:15]1[CH:20]=[CH:19][CH:18]=[CH:17][CH:16]=1)[CH3:14])=[O:11])(OCC)=O)C.C(O[K])(C)(C)C.C(O)(=O)CC(CC(O)=O)(C(O)=O)O.C(OCC)(=O)C. The catalyst is C1(C)C=CC=CC=1. The yield is 0.730. (3) The product is [CH3:17][O:18][N:19]([CH3:48])[C:20]([CH:21]1[CH2:7][CH:22]1[C:23]1[N:24]=[CH:25][N:26]([C:28]([C:35]2[CH:36]=[CH:37][CH:38]=[CH:39][CH:40]=2)([C:41]2[CH:42]=[CH:43][CH:44]=[CH:45][CH:46]=2)[C:29]2[CH:34]=[CH:33][CH:32]=[CH:31][CH:30]=2)[CH:27]=1)=[O:47]. The reactants are [I-].C[S+](C)(C)=O.[CH3:7]C(C)([O-])C.[K+].CS(C)=O.[CH3:17][O:18][N:19]([CH3:48])[C:20](=[O:47])/[CH:21]=[CH:22]/[C:23]1[N:24]=[CH:25][N:26]([C:28]([C:41]2[CH:46]=[CH:45][CH:44]=[CH:43][CH:42]=2)([C:35]2[CH:40]=[CH:39][CH:38]=[CH:37][CH:36]=2)[C:29]2[CH:34]=[CH:33][CH:32]=[CH:31][CH:30]=2)[CH:27]=1. The yield is 0.950. The catalyst is O. (4) The reactants are FC(F)(F)C(O)=O.[Cl:8][C:9]1[C:10]([Cl:47])=[CH:11][C:12]2[O:17][CH2:16][C:15](=[O:18])[N:14]([CH2:19][C:20]([N:22]([CH3:45])[C@H:23]([C:30]3[CH:35]=[CH:34][C:33]([C:36]4[CH:41]=[CH:40][CH:39]=[C:38]([C:42]([NH2:44])=[O:43])[CH:37]=4)=[CH:32][CH:31]=3)[CH2:24][N:25]3[CH2:29][CH2:28][CH2:27][CH2:26]3)=[O:21])[C:13]=2[CH:46]=1.C(=O)(O)[O-].[Na+].O. The catalyst is C(OCC)(=O)C. The product is [ClH:8].[Cl:8][C:9]1[C:10]([Cl:47])=[CH:11][C:12]2[O:17][CH2:16][C:15](=[O:18])[N:14]([CH2:19][C:20]([N:22]([CH3:45])[C@H:23]([C:30]3[CH:31]=[CH:32][C:33]([C:36]4[CH:41]=[CH:40][CH:39]=[C:38]([C:42]([NH2:44])=[O:43])[CH:37]=4)=[CH:34][CH:35]=3)[CH2:24][N:25]3[CH2:29][CH2:28][CH2:27][CH2:26]3)=[O:21])[C:13]=2[CH:46]=1. The yield is 0.710. (5) The catalyst is N1C=CC=CC=1. The reactants are [NH2:1][C:2]1[N:3]=[C:4]2[CH:9]=[CH:8][C:7]([O:10][C:11]3[CH:12]=[C:13]([NH:17][C:18](=[O:29])[C:19]4[CH:24]=[CH:23][CH:22]=[C:21]([C:25]([F:28])([F:27])[F:26])[CH:20]=4)[CH:14]=[CH:15][CH:16]=3)=[N:6][N:5]2[CH:30]=1.[C:31](Cl)(=[O:33])[CH3:32]. The yield is 0.600. The product is [C:31]([NH:1][C:2]1[N:3]=[C:4]2[CH:9]=[CH:8][C:7]([O:10][C:11]3[CH:12]=[C:13]([NH:17][C:18](=[O:29])[C:19]4[CH:24]=[CH:23][CH:22]=[C:21]([C:25]([F:28])([F:27])[F:26])[CH:20]=4)[CH:14]=[CH:15][CH:16]=3)=[N:6][N:5]2[CH:30]=1)(=[O:33])[CH3:32]. (6) The reactants are NC1C=C(C)C=CC=1[C:4](O)=[O:5].[NH2:12][C:13]1[CH:18]=[C:17]([CH3:19])[CH:16]=[CH:15][C:14]=1[C:20]([C:22]1[CH:27]=[CH:26][CH:25]=[CH:24][C:23]=1[O:28][CH3:29])=[O:21].[NH2:30][C:31]1[S:32][CH:33]=[CH:34][N:35]=1. No catalyst specified. The product is [NH2:12][C:13]1[CH:18]=[C:17]([CH3:19])[CH:16]=[CH:15][C:14]=1[C:20]([C:22]1[CH:27]=[CH:26][CH:25]=[CH:24][C:23]=1[O:28][CH3:29])=[O:21].[CH3:29][O:28][C:23]1[CH:24]=[CH:25][CH:26]=[CH:27][C:22]=1[C:20]([C:14]1[CH:15]=[CH:16][C:17]([CH3:19])=[CH:18][C:13]=1[NH:12][C:4]([NH:30][C:31]1[S:32][CH:33]=[CH:34][N:35]=1)=[O:5])=[O:21]. The yield is 0.300. (7) The reactants are Br[C:2]1[CH:3]=[C:4]([C:13]2[C:25]([F:26])=[CH:24][C:16]([C:17]([NH:19][S:20]([CH3:23])(=[O:22])=[O:21])=[O:18])=[C:15]([F:27])[CH:14]=2)[CH:5]=[N:6][C:7]=1[O:8][CH2:9][CH:10]([CH3:12])[CH3:11].[F:28][C:29]1[CH:30]=[C:31](B(O)O)[C:32]([O:35][CH3:36])=[N:33][CH:34]=1.C(=O)([O-])[O-].[K+].[K+].O1CCOCC1. The catalyst is C1C=CC([P]([Pd]([P](C2C=CC=CC=2)(C2C=CC=CC=2)C2C=CC=CC=2)([P](C2C=CC=CC=2)(C2C=CC=CC=2)C2C=CC=CC=2)[P](C2C=CC=CC=2)(C2C=CC=CC=2)C2C=CC=CC=2)(C2C=CC=CC=2)C2C=CC=CC=2)=CC=1.O. The product is [F:27][C:15]1[CH:14]=[C:13]([C:4]2[CH:3]=[C:2]([C:31]3[C:32]([O:35][CH3:36])=[N:33][CH:34]=[C:29]([F:28])[CH:30]=3)[C:7]([O:8][CH2:9][CH:10]([CH3:12])[CH3:11])=[N:6][CH:5]=2)[C:25]([F:26])=[CH:24][C:16]=1[C:17]([NH:19][S:20]([CH3:23])(=[O:22])=[O:21])=[O:18]. The yield is 0.173. (8) The reactants are [CH:1]1([N:7]2[C:12]([OH:13])=[C:11]([C:14]([NH:16][CH2:17][C:18]([O:20]CC)=[O:19])=[O:15])[C:10](=[O:23])[N:9]([CH:24]3[CH2:29][CH2:28][CH2:27][CH2:26][CH2:25]3)[C:8]2=[O:30])[CH2:6][CH2:5][CH2:4][CH2:3][CH2:2]1.[OH-].[Na+].Cl. The catalyst is C(O)C.O. The product is [CH:24]1([N:9]2[C:10]([OH:23])=[C:11]([C:14]([NH:16][CH2:17][C:18]([OH:20])=[O:19])=[O:15])[C:12](=[O:13])[N:7]([CH:1]3[CH2:2][CH2:3][CH2:4][CH2:5][CH2:6]3)[C:8]2=[O:30])[CH2:25][CH2:26][CH2:27][CH2:28][CH2:29]1. The yield is 0.780.